From a dataset of Forward reaction prediction with 1.9M reactions from USPTO patents (1976-2016). Predict the product of the given reaction. (1) Given the reactants [CH2:1]([NH:3][C:4]([C:6]1[C:14]2[C:9](=[N:10][CH:11]=[C:12](Br)[N:13]=2)[N:8](COCC[Si](C)(C)C)[CH:7]=1)=[O:5])[CH3:2].C(NC(C1C2C(=NC=C(Br)N=2)N(COCC[Si](C)(C)C)C=1)=O)(C)C.[C:48]([C:52]1[CH:53]=[C:54]([OH:58])[CH:55]=[CH:56][CH:57]=1)([CH3:51])([CH3:50])[CH3:49].C(C1C=C(O)C=CC=1)#N, predict the reaction product. The product is: [CH2:1]([NH:3][C:4]([C:6]1[C:14]2[C:9](=[N:10][CH:11]=[C:12]([O:58][C:54]3[CH:55]=[CH:56][CH:57]=[C:52]([C:48]([CH3:51])([CH3:50])[CH3:49])[CH:53]=3)[N:13]=2)[NH:8][CH:7]=1)=[O:5])[CH3:2]. (2) Given the reactants N(C(OCC)=O)=NC(OCC)=O.[C:13]([O:17][C:18]([N:20]1[CH2:25][CH2:24][CH:23]([OH:26])[CH2:22][CH2:21]1)=[O:19])([CH3:16])([CH3:15])[CH3:14].[F:27][C:28]([F:37])([F:36])[C:29]1[CH:34]=[CH:33][CH:32]=[CH:31][C:30]=1O.C1(P(C2C=CC=CC=2)C2C=CC=CC=2)C=CC=CC=1, predict the reaction product. The product is: [F:27][C:28]([F:37])([F:36])[C:29]1[CH:34]=[CH:33][CH:32]=[CH:31][C:30]=1[O:26][CH:23]1[CH2:24][CH2:25][N:20]([C:18]([O:17][C:13]([CH3:16])([CH3:14])[CH3:15])=[O:19])[CH2:21][CH2:22]1. (3) Given the reactants [I:1][CH2:2][C:3]1[N:4]=C(C2C=CC(C)=CC=2)O[C:7]=1[C:8]1C=CC=CC=1.C/C(/C(C)=O)=N\O.[CH3:28][O:29][C:30]1[CH:31]=[C:32]([CH:35]=[CH:36][C:37]=1[O:38][CH3:39])[CH:33]=[O:34], predict the reaction product. The product is: [I:1][CH2:2][C:3]1[N:4]=[C:33]([C:32]2[CH:35]=[CH:36][C:37]([O:38][CH3:39])=[C:30]([O:29][CH3:28])[CH:31]=2)[O:34][C:7]=1[CH3:8]. (4) Given the reactants [NH2:1][N:2]1[N:11]=[C:10]([C:12]([F:15])([F:14])[F:13])[C:9]2[C:4](=[CH:5][CH:6]=[CH:7][CH:8]=2)[C:3]1=[O:16].[Cl:17][C:18]1[CH:23]=[CH:22][C:21]([CH2:24][C:25](Cl)=[O:26])=[CH:20][C:19]=1[F:28], predict the reaction product. The product is: [Cl:17][C:18]1[CH:23]=[CH:22][C:21]([CH2:24][C:25]([NH:1][N:2]2[N:11]=[C:10]([C:12]([F:15])([F:13])[F:14])[C:9]3[C:4](=[CH:5][CH:6]=[CH:7][CH:8]=3)[C:3]2=[O:16])=[O:26])=[CH:20][C:19]=1[F:28].